This data is from Catalyst prediction with 721,799 reactions and 888 catalyst types from USPTO. The task is: Predict which catalyst facilitates the given reaction. (1) Reactant: [Cl:1][C:2]1[C:7]2[N:8]([CH2:12][CH2:13][CH2:14]N(C)C(=N)C3C=CC=CC=3)[C:9](=[NH:11])[NH:10][C:6]=2[CH:5]=[CH:4][CH:3]=1.[Br:25][CH2:26][C:27]([C:29]1[CH:34]=[CH:33][C:32]([Br:35])=[CH:31][CH:30]=1)=[O:28].[CH3:36][N:37]([CH:39]=[O:40])C. Product: [BrH:25].[Br:35][C:32]1[CH:33]=[CH:34][C:29]([C:27](=[O:28])[CH2:26][N:10]2[C:6]3[CH:5]=[CH:4][CH:3]=[C:2]([Cl:1])[C:7]=3[N:8]([CH2:12][CH2:13][CH2:14][C:2]3[CH:3]=[C:4]([CH:5]=[CH:6][CH:7]=3)[C:39]([NH:37][CH3:36])=[O:40])[C:9]2=[NH:11])=[CH:30][CH:31]=1. The catalyst class is: 13. (2) The catalyst class is: 11. Reactant: [C:1](=[O:26])([O:3][C@@H:4]([C:19]1[S:20][CH2:21][C:22](O)([CH3:24])[N:23]=1)[CH:5]([C:15]([CH3:18])([CH3:17])[CH3:16])[C:6]1[C:14]2[C:9](=[CH:10][CH:11]=[CH:12][CH:13]=2)[NH:8][CH:7]=1)[NH2:2].S([O-])([O-])(=O)=O.[Na+].[Na+]. Product: [C:1](=[O:26])([O:3][C@@H:4]([C:19]1[S:20][CH:21]=[C:22]([CH3:24])[N:23]=1)[CH:5]([C:15]([CH3:18])([CH3:17])[CH3:16])[C:6]1[C:14]2[C:9](=[CH:10][CH:11]=[CH:12][CH:13]=2)[NH:8][CH:7]=1)[NH2:2].